Dataset: Forward reaction prediction with 1.9M reactions from USPTO patents (1976-2016). Task: Predict the product of the given reaction. (1) Given the reactants Cl.[Br:2][C:3]1[CH:4]=[C:5]([O:9]N)[CH:6]=[CH:7][CH:8]=1.[C:11]1(=O)[CH2:16][CH2:15][CH2:14][C:13](=[O:17])[CH2:12]1.[OH-].[Na+], predict the reaction product. The product is: [Br:2][C:3]1[CH:8]=[CH:7][C:6]2[C:12]3[C:13](=[O:17])[CH2:14][CH2:15][CH2:16][C:11]=3[O:9][C:5]=2[CH:4]=1. (2) The product is: [CH3:10][C:11]1[CH:12]=[CH:13][C:14]([O:15][C:16]2[CH:21]=[CH:20][C:19]([C:22]3[C:23]4=[N:28][S:6](=[O:8])(=[O:7])[CH2:5][CH2:4][N:24]4[CH:25]=[CH:26][CH:27]=3)=[CH:18][CH:17]=2)=[CH:29][CH:30]=1. Given the reactants [H-].[Na+].Cl[CH2:4][CH2:5][S:6](Cl)(=[O:8])=[O:7].[CH3:10][C:11]1[CH:30]=[CH:29][C:14]([O:15][C:16]2[CH:21]=[CH:20][C:19]([C:22]3[C:23]([NH2:28])=[N:24][CH:25]=[CH:26][CH:27]=3)=[CH:18][CH:17]=2)=[CH:13][CH:12]=1, predict the reaction product. (3) Given the reactants Br[C:2]1[CH:8]=[CH:7][C:6]([O:9][C:10]([F:13])([F:12])[F:11])=[CH:5][C:3]=1[NH2:4].[C:14]1(B(O)O)[CH:19]=[CH:18][CH:17]=[CH:16][CH:15]=1.C(=O)([O-])[O-].[Na+].[Na+].O1CCOCC1, predict the reaction product. The product is: [F:11][C:10]([F:13])([F:12])[O:9][C:6]1[CH:5]=[C:3]([NH2:4])[C:2]([C:14]2[CH:19]=[CH:18][CH:17]=[CH:16][CH:15]=2)=[CH:8][CH:7]=1. (4) Given the reactants [OH:1][C@@H:2]1[CH2:6][CH2:5][N:4]([C:7]2[C:15]([C:16]3[CH:17]=[N:18][CH:19]=[N:20][CH:21]=3)=[CH:14][C:10]([C:11]([OH:13])=O)=[CH:9][N:8]=2)[CH2:3]1.C1C=CC2N(O)N=NC=2C=1.C(Cl)CCl.[Cl:36][C:37]([F:47])([F:46])[O:38][C:39]1[CH:45]=[CH:44][C:42]([NH2:43])=[CH:41][CH:40]=1, predict the reaction product. The product is: [Cl:36][C:37]([F:46])([F:47])[O:38][C:39]1[CH:40]=[CH:41][C:42]([NH:43][C:11](=[O:13])[C:10]2[CH:14]=[C:15]([C:16]3[CH:17]=[N:18][CH:19]=[N:20][CH:21]=3)[C:7]([N:4]3[CH2:5][CH2:6][C@@H:2]([OH:1])[CH2:3]3)=[N:8][CH:9]=2)=[CH:44][CH:45]=1. (5) Given the reactants C(N(CC)CC)C.[C:8]([C:12]1[CH:13]=[C:14]([NH:30][S:31]([CH3:34])(=[O:33])=[O:32])[C:15]([O:28][CH3:29])=[C:16]([NH:18][C:19](=[O:27])OC2C=CC=CC=2)[CH:17]=1)([CH3:11])([CH3:10])[CH3:9].[NH2:35][C:36]1[C:45]2[C:40](=[CH:41][CH:42]=[CH:43][CH:44]=2)[C:39]([O:46][C:47]2[CH:52]=[CH:51][N:50]=[C:49]([NH:53][C:54]3[CH:55]=[CH:56][C:57]([O:62][CH2:63][CH2:64][N:65]4[CH2:70][CH2:69][O:68][CH2:67][CH2:66]4)=[C:58]([CH:61]=3)[C:59]#[N:60])[CH:48]=2)=[CH:38][CH:37]=1, predict the reaction product. The product is: [C:8]([C:12]1[CH:17]=[C:16]([NH:18][C:19]([NH:35][C:36]2[C:45]3[C:40](=[CH:41][CH:42]=[CH:43][CH:44]=3)[C:39]([O:46][C:47]3[CH:52]=[CH:51][N:50]=[C:49]([NH:53][C:54]4[CH:55]=[CH:56][C:57]([O:62][CH2:63][CH2:64][N:65]5[CH2:70][CH2:69][O:68][CH2:67][CH2:66]5)=[C:58]([C:59]#[N:60])[CH:61]=4)[CH:48]=3)=[CH:38][CH:37]=2)=[O:27])[C:15]([O:28][CH3:29])=[C:14]([NH:30][S:31]([CH3:34])(=[O:32])=[O:33])[CH:13]=1)([CH3:11])([CH3:10])[CH3:9]. (6) Given the reactants [OH:1][C:2]1[C:3]([C:16]2[CH:17]=[C:18]([CH:24]=[CH:25][C:26]([O:28]CC)=[O:27])[CH:19]=[CH:20][C:21]=2[O:22][CH3:23])=[CH:4][C:5]2[C:6]([CH3:15])([CH3:14])[CH2:7][CH2:8][C:9]([CH3:13])([CH3:12])[C:10]=2[CH:11]=1.Br[CH2:32][CH2:33][CH2:34][CH2:35][CH2:36][CH2:37][CH2:38][C:39]([O:41][C:42]([CH3:45])([CH3:44])[CH3:43])=[O:40], predict the reaction product. The product is: [C:42]([O:41][C:39]([CH2:38][CH2:37][CH2:36][CH2:35][CH2:34][CH2:33][CH2:32][O:1][C:2]1[C:3]([C:16]2[CH:17]=[C:18]([CH:24]=[CH:25][C:26]([OH:28])=[O:27])[CH:19]=[CH:20][C:21]=2[O:22][CH3:23])=[CH:4][C:5]2[C:6]([CH3:15])([CH3:14])[CH2:7][CH2:8][C:9]([CH3:13])([CH3:12])[C:10]=2[CH:11]=1)=[O:40])([CH3:45])([CH3:44])[CH3:43]. (7) Given the reactants [CH2:1]1[C@H:8]2[NH:9][C@H:3]([CH2:4][C:5]([CH2:7]2)=[O:6])[CH2:2]1.Cl[C:11]1[N:16]=[CH:15][C:14]([B:17]([OH:19])[OH:18])=[CH:13][N:12]=1, predict the reaction product. The product is: [O:6]=[C:5]1[CH2:4][CH:3]2[N:9]([C:11]3[N:16]=[CH:15][C:14]([B:17]([OH:19])[OH:18])=[CH:13][N:12]=3)[CH:8]([CH2:1][CH2:2]2)[CH2:7]1.